From a dataset of Full USPTO retrosynthesis dataset with 1.9M reactions from patents (1976-2016). Predict the reactants needed to synthesize the given product. (1) The reactants are: [CH3:1][N:2]([CH:10]1[CH2:15][CH2:14][N:13]([CH3:16])[CH2:12][CH2:11]1)[C:3]1[CH:8]=[CH:7][CH:6]=[C:5]([NH2:9])[N:4]=1.[F:17][C:18]1[CH:26]=[CH:25][C:21]([C:22]([Cl:24])=[O:23])=[C:20]([C:27]([F:30])([F:29])[F:28])[CH:19]=1. Given the product [ClH:24].[F:17][C:18]1[CH:26]=[CH:25][C:21]([C:22]([NH:9][C:5]2[CH:6]=[CH:7][CH:8]=[C:3]([N:2]([CH3:1])[CH:10]3[CH2:15][CH2:14][N:13]([CH3:16])[CH2:12][CH2:11]3)[N:4]=2)=[O:23])=[C:20]([C:27]([F:28])([F:29])[F:30])[CH:19]=1, predict the reactants needed to synthesize it. (2) Given the product [CH3:39][C:38]1[O:37][N:36]=[C:35]([C:40]2[CH:41]=[CH:42][CH:43]=[CH:44][CH:45]=2)[C:34]=1[C:31]1[CH:32]=[CH:33][C:28]([C:27]([NH:26][CH2:25][CH:21]2[O:22][CH2:23][CH2:24][NH:19][CH2:20]2)=[O:46])=[CH:29][CH:30]=1, predict the reactants needed to synthesize it. The reactants are: ClC1C=C(C=CC=1)C(OO)=O.C([N:19]1[CH2:24][CH2:23][O:22][CH:21]([CH2:25][NH:26][C:27](=[O:46])[C:28]2[CH:33]=[CH:32][C:31]([C:34]3[C:35]([C:40]4[CH:45]=[CH:44][CH:43]=[CH:42][CH:41]=4)=[N:36][O:37][C:38]=3[CH3:39])=[CH:30][CH:29]=2)[CH2:20]1)C1C=CC=CC=1.N. (3) Given the product [CH2:20]([N:19]([C:2]1[S:6][C:5]([C:7](=[O:12])[C:8]([OH:11])([CH3:10])[CH3:9])=[CH:4][CH:3]=1)[CH2:13][CH2:14][CH2:15][CH2:16][CH2:17][CH3:18])[CH2:21][CH2:22][CH2:23][CH2:24][CH3:25], predict the reactants needed to synthesize it. The reactants are: Br[C:2]1[S:6][C:5]([C:7](=[O:12])[C:8]([OH:11])([CH3:10])[CH3:9])=[CH:4][CH:3]=1.[CH2:13]([NH:19][CH2:20][CH2:21][CH2:22][CH2:23][CH2:24][CH3:25])[CH2:14][CH2:15][CH2:16][CH2:17][CH3:18]. (4) Given the product [OH:29][CH:11]([C:8]1[CH:9]=[CH:10][C:5]([O:4][CH3:3])=[CH:6][CH:7]=1)[CH:12]([CH2:18][C:19]1[CH:24]=[CH:23][C:22]([C:25]([F:27])([F:28])[F:26])=[CH:21][CH:20]=1)[C:13]([O:15][CH2:16][CH3:17])=[O:14], predict the reactants needed to synthesize it. The reactants are: [BH4-].[Na+].[CH3:3][O:4][C:5]1[CH:10]=[CH:9][C:8]([C:11](=[O:29])[CH:12]([CH2:18][C:19]2[CH:24]=[CH:23][C:22]([C:25]([F:28])([F:27])[F:26])=[CH:21][CH:20]=2)[C:13]([O:15][CH2:16][CH3:17])=[O:14])=[CH:7][CH:6]=1.Cl.